This data is from NCI-60 drug combinations with 297,098 pairs across 59 cell lines. The task is: Regression. Given two drug SMILES strings and cell line genomic features, predict the synergy score measuring deviation from expected non-interaction effect. (1) Drug 1: C(=O)(N)NO. Drug 2: CC(C)NC(=O)C1=CC=C(C=C1)CNNC.Cl. Cell line: CAKI-1. Synergy scores: CSS=-0.384, Synergy_ZIP=0.475, Synergy_Bliss=-2.37, Synergy_Loewe=-0.766, Synergy_HSA=-3.77. (2) Drug 1: CS(=O)(=O)CCNCC1=CC=C(O1)C2=CC3=C(C=C2)N=CN=C3NC4=CC(=C(C=C4)OCC5=CC(=CC=C5)F)Cl. Drug 2: C1CN(CCN1C(=O)CCBr)C(=O)CCBr. Cell line: 786-0. Synergy scores: CSS=13.7, Synergy_ZIP=-6.96, Synergy_Bliss=-1.46, Synergy_Loewe=-2.69, Synergy_HSA=-0.996. (3) Drug 1: COC1=CC(=CC(=C1O)OC)C2C3C(COC3=O)C(C4=CC5=C(C=C24)OCO5)OC6C(C(C7C(O6)COC(O7)C8=CC=CS8)O)O. Drug 2: C1=CC(=CC=C1C#N)C(C2=CC=C(C=C2)C#N)N3C=NC=N3. Cell line: A549. Synergy scores: CSS=40.2, Synergy_ZIP=0.816, Synergy_Bliss=0.798, Synergy_Loewe=-20.6, Synergy_HSA=1.29.